From a dataset of Forward reaction prediction with 1.9M reactions from USPTO patents (1976-2016). Predict the product of the given reaction. (1) Given the reactants C(OC([N:8]1[CH2:12][CH2:11][C@@H:10]([NH:13][C:14]2[C:15]3[CH:30]=[CH:29][N:28]=[CH:27][C:16]=3[N:17]=[C:18]([C:20]3[CH:25]=[CH:24][N:23]=[C:22](Cl)[CH:21]=3)[N:19]=2)[CH2:9]1)=O)(C)(C)C.[NH2:31][C:32]1[CH:33]=[C:34]([CH:38]=[CH:39][CH:40]=1)[C:35]([NH2:37])=[O:36], predict the reaction product. The product is: [NH:8]1[CH2:12][CH2:11][C@@H:10]([NH:13][C:14]2[C:15]3[CH:30]=[CH:29][N:28]=[CH:27][C:16]=3[N:17]=[C:18]([C:20]3[CH:25]=[CH:24][N:23]=[C:22]([NH:31][C:32]4[CH:33]=[C:34]([CH:38]=[CH:39][CH:40]=4)[C:35]([NH2:37])=[O:36])[CH:21]=3)[N:19]=2)[CH2:9]1. (2) Given the reactants N[C:2]1[CH:7]=[CH:6][C:5]([C:8]2[CH:17]=[C:16]([NH2:18])[C:15]3[C:10](=[CH:11][CH:12]=[C:13]([N:19](C)C)[CH:14]=3)[N:9]=2)=[CH:4][CH:3]=1.[C:22]([C:25]1[CH:26]=[C:27]([CH:31]=[CH:32][CH:33]=1)[C:28]([OH:30])=O)(=[O:24])[CH3:23].C[CH2:35][N:36]=[C:37]=NCCCN(C)C.C(Cl)[Cl:46].CO, predict the reaction product. The product is: [Cl-:46].[C:22]([C:25]1[CH:26]=[C:27]([CH:31]=[CH:32][CH:33]=1)[C:28]([NH:19][C:13]1[CH:12]=[CH:11][C:10]([NH:9][C:8]2[C:5]3[C:6](=[CH:7][CH:2]=[C:3]([N:36]([CH3:37])[CH3:35])[CH:4]=3)[NH+:18]=[CH:16][CH:17]=2)=[CH:15][CH:14]=1)=[O:30])(=[O:24])[CH3:23]. (3) Given the reactants [CH3:1][C:2]1[CH:22]=[C:5]2[C:6]([C@H:10]3[CH2:12][C@@H:11]3[CH2:13][NH:14]C(=O)OC(C)(C)C)=[CH:7][CH:8]=[CH:9][N:4]2[N:3]=1.[ClH:23].CO, predict the reaction product. The product is: [ClH:23].[ClH:23].[CH3:1][C:2]1[CH:22]=[C:5]2[C:6]([C@H:10]3[CH2:12][C@@H:11]3[CH2:13][NH2:14])=[CH:7][CH:8]=[CH:9][N:4]2[N:3]=1. (4) Given the reactants [C:1]([O:5][C:6](=[O:30])[NH:7][C@@H:8]([CH2:28]Cl)[CH2:9][O:10][Si:11]([C:24]([CH3:27])([CH3:26])[CH3:25])([C:18]1[CH:23]=[CH:22][CH:21]=[CH:20][CH:19]=1)[C:12]1[CH:17]=[CH:16][CH:15]=[CH:14][CH:13]=1)([CH3:4])([CH3:3])[CH3:2].[NH2:31][C:32]1[CH:37]=[CH:36][CH:35]=[CH:34][C:33]=1[SH:38].C(=O)([O-])[O-].[Cs+].[Cs+], predict the reaction product. The product is: [C:1]([O:5][C:6](=[O:30])[NH:7][C@H:8]([CH2:9][O:10][Si:11]([C:24]([CH3:27])([CH3:26])[CH3:25])([C:18]1[CH:23]=[CH:22][CH:21]=[CH:20][CH:19]=1)[C:12]1[CH:17]=[CH:16][CH:15]=[CH:14][CH:13]=1)[CH2:28][S:38][C:33]1[CH:34]=[CH:35][CH:36]=[CH:37][C:32]=1[NH2:31])([CH3:4])([CH3:3])[CH3:2].